Dataset: Catalyst prediction with 721,799 reactions and 888 catalyst types from USPTO. Task: Predict which catalyst facilitates the given reaction. (1) Reactant: [Cl:1][C:2]1[C:3]([F:19])=[C:4]([C:8]2([NH:12]S(C(C)(C)C)=O)[CH2:11][O:10][CH2:9]2)[CH:5]=[CH:6][CH:7]=1.Cl. Product: [ClH:1].[Cl:1][C:2]1[C:3]([F:19])=[C:4]([C:8]2([NH2:12])[CH2:9][O:10][CH2:11]2)[CH:5]=[CH:6][CH:7]=1. The catalyst class is: 5. (2) Reactant: C([C:3]1[C:4]([NH:22][C:23](=[O:28])[C:24]([CH3:27])([CH3:26])[CH3:25])=[N:5][C:6]([N:9]2[C@H:14]([C:15]3[CH:20]=[CH:19][CH:18]=[CH:17][CH:16]=3)[CH2:13][O:12][C@H:11]([CH3:21])[CH2:10]2)=[CH:7][CH:8]=1)=O.OO.NC(N)=[O:33].[OH-].[Na+].S([O-])([O-])=O.[Na+].[Na+]. Product: [OH:33][C:3]1[C:4]([NH:22][C:23](=[O:28])[C:24]([CH3:27])([CH3:26])[CH3:25])=[N:5][C:6]([N:9]2[C@H:14]([C:15]3[CH:16]=[CH:17][CH:18]=[CH:19][CH:20]=3)[CH2:13][O:12][C@H:11]([CH3:21])[CH2:10]2)=[CH:7][CH:8]=1. The catalyst class is: 5.